From a dataset of Forward reaction prediction with 1.9M reactions from USPTO patents (1976-2016). Predict the product of the given reaction. (1) Given the reactants [OH:1][CH2:2][C@@H:3]1[CH2:8][CH2:7][CH2:6][C@H:5]([C:9]([O:11][CH3:12])=O)[CH2:4]1.[CH3:13][O:14]CCl.C(NC(C)C)(C)C.[NH4+].[Cl-], predict the reaction product. The product is: [CH3:13][O:14][CH2:12][O:11][CH2:9][C@@H:5]1[CH2:6][CH2:7][CH2:8][C@H:3]([CH2:2][OH:1])[CH2:4]1. (2) Given the reactants Br[C:2]1[CH:3]=[CH:4][C:5](=[O:21])[N:6]([CH2:9][CH2:10][C:11]2[CH:20]=[CH:19][C:14]([C:15]([O:17][CH3:18])=[O:16])=[CH:13][CH:12]=2)[C:7]=1[CH3:8].[C:22]1(B(O)O)[CH:27]=[CH:26][CH:25]=[CH:24][CH:23]=1.P([O-])([O-])([O-])=O.[K+].[K+].[K+], predict the reaction product. The product is: [CH3:8][C:7]1[N:6]([CH2:9][CH2:10][C:11]2[CH:20]=[CH:19][C:14]([C:15]([O:17][CH3:18])=[O:16])=[CH:13][CH:12]=2)[C:5](=[O:21])[CH:4]=[CH:3][C:2]=1[C:22]1[CH:27]=[CH:26][CH:25]=[CH:24][CH:23]=1. (3) Given the reactants [NH2:1][C:2]1[N:7]([C:8]2[CH:13]=[C:12]([F:14])[CH:11]=[CH:10][C:9]=2[F:15])[C:6](=[S:16])[NH:5][C:4](=[O:17])[CH:3]=1.[N:18]([O-])=O.[Na+].S(S([O-])=O)([O-])=O.[Na+].[Na+], predict the reaction product. The product is: [NH2:18][C:3]1[C:4](=[O:17])[NH:5][C:6](=[S:16])[N:7]([C:8]2[CH:13]=[C:12]([F:14])[CH:11]=[CH:10][C:9]=2[F:15])[C:2]=1[NH2:1]. (4) Given the reactants CN1CCOCC1.[N+:8]([C:11]1[CH:16]=[CH:15][C:14]([C:17]2[S:21][C:20]([C:22]([O:24]CC)=O)=[N:19][CH:18]=2)=[CH:13][CH:12]=1)([O-:10])=[O:9].ClC(OCC(C)C)=O.Cl.[CH3:36][O:37][C:38](=[O:44])[C@H:39]([CH:41]([CH3:43])[CH3:42])[NH2:40], predict the reaction product. The product is: [CH3:42][CH:41]([CH3:43])[CH:39]([NH:40][C:22]([C:20]1[S:21][C:17]([C:14]2[CH:13]=[CH:12][C:11]([N+:8]([O-:10])=[O:9])=[CH:16][CH:15]=2)=[CH:18][N:19]=1)=[O:24])[C:38]([O:37][CH3:36])=[O:44]. (5) The product is: [Cl:6][C:7]1[C:8]([C:15]([F:16])([F:17])[F:18])=[CH:9][C:10]([O:13][CH3:14])=[C:11]([CH:12]=1)[CH:30]=[O:31]. Given the reactants [Li]CCCC.[Cl:6][C:7]1[CH:12]=[CH:11][C:10]([O:13][CH3:14])=[CH:9][C:8]=1[C:15]([F:18])([F:17])[F:16].CN(CCN(C)C)C.CN([CH:30]=[O:31])C.Cl, predict the reaction product. (6) Given the reactants [N:1]([C@@H:4]1[CH2:12][C@H:11]2[N:7]([CH2:8][CH2:9][CH2:10]2)[C:6]([CH3:14])([CH3:13])[CH2:5]1)=[N+]=[N-], predict the reaction product. The product is: [CH3:13][C:6]1([CH3:14])[CH2:5][C@H:4]([NH2:1])[CH2:12][C@H:11]2[N:7]1[CH2:8][CH2:9][CH2:10]2. (7) Given the reactants C(OC([N:8]1[CH2:13][CH2:12][C:11]([CH2:16][C:17]2[CH:22]=[CH:21][C:20]([F:23])=[CH:19][CH:18]=2)([CH2:14][OH:15])[CH2:10][CH2:9]1)=O)(C)(C)C.FC(F)(F)C(O)=O, predict the reaction product. The product is: [F:23][C:20]1[CH:21]=[CH:22][C:17]([CH2:16][C:11]2([CH2:14][OH:15])[CH2:12][CH2:13][NH:8][CH2:9][CH2:10]2)=[CH:18][CH:19]=1. (8) Given the reactants [CH2:1]([N:6]([CH2:28][CH2:29][CH:30]([CH3:32])[CH3:31])[C:7](=[O:27])[C:8]1[CH:13]=[CH:12][C:11]([N+:14]([O-])=O)=[C:10]([NH:17][CH2:18][CH2:19][CH2:20][N:21]2[CH2:26][CH2:25][O:24][CH2:23][CH2:22]2)[N:9]=1)[CH2:2][CH:3]([CH3:5])[CH3:4].Cl.O.O.[Sn](Cl)Cl.[OH-].[Na+], predict the reaction product. The product is: [NH2:14][C:11]1[CH:12]=[CH:13][C:8]([C:7]([N:6]([CH2:28][CH2:29][CH:30]([CH3:32])[CH3:31])[CH2:1][CH2:2][CH:3]([CH3:5])[CH3:4])=[O:27])=[N:9][C:10]=1[NH:17][CH2:18][CH2:19][CH2:20][N:21]1[CH2:26][CH2:25][O:24][CH2:23][CH2:22]1. (9) The product is: [C:21]1([CH2:20][CH2:19][CH2:18][N:1]2[CH:5]=[C:4]([C:6]([O:8][CH2:9][CH3:10])=[O:7])[CH:3]=[N:2]2)[CH:26]=[CH:25][CH:24]=[CH:23][CH:22]=1. Given the reactants [NH:1]1[CH:5]=[C:4]([C:6]([O:8][CH2:9][CH3:10])=[O:7])[CH:3]=[N:2]1.C(=O)([O-])[O-].[K+].[K+].Br[CH2:18][CH2:19][CH2:20][C:21]1[CH:26]=[CH:25][CH:24]=[CH:23][CH:22]=1, predict the reaction product. (10) Given the reactants [Cl:1][C:2]1[CH:10]=[CH:9][CH:8]=[C:7]([CH3:11])[C:3]=1[C:4]([OH:6])=[O:5].[C:12](Cl)(=O)C(Cl)=O.CO.C(N(CC)CC)C, predict the reaction product. The product is: [CH3:12][O:5][C:4](=[O:6])[C:3]1[C:7]([CH3:11])=[CH:8][CH:9]=[CH:10][C:2]=1[Cl:1].